From a dataset of Forward reaction prediction with 1.9M reactions from USPTO patents (1976-2016). Predict the product of the given reaction. (1) The product is: [ClH:34].[ClH:34].[ClH:34].[C:35]([N:24]1[CH2:25][CH2:26][CH:21]([O:20][C:17]2[CH:18]=[CH:19][C:14]([N:13]([CH:27]([CH3:33])[C:28]([O:30][CH2:31][CH3:32])=[O:29])[CH2:12]/[CH:11]=[CH:10]/[C:6]3[CH:7]=[CH:8][CH:9]=[C:4]([C:1](=[NH:2])[NH2:3])[CH:5]=3)=[CH:15][CH:16]=2)[CH2:22][CH2:23]1)(=[NH:40])[CH3:36]. Given the reactants [C:1]([C:4]1[CH:5]=[C:6](/[CH:10]=[CH:11]/[CH2:12][N:13]([CH:27]([CH3:33])[C:28]([O:30][CH2:31][CH3:32])=[O:29])[C:14]2[CH:19]=[CH:18][C:17]([O:20][CH:21]3[CH2:26][CH2:25][NH:24][CH2:23][CH2:22]3)=[CH:16][CH:15]=2)[CH:7]=[CH:8][CH:9]=1)(=[NH:3])[NH2:2].[ClH:34].[C:35](=[NH:40])(OCC)[CH3:36].C(N(CC)CC)C.Cl, predict the reaction product. (2) Given the reactants [Br:1][C:2]1[CH:3]=[C:4]([C:14]([O:16][CH3:17])=[O:15])[C:5]2[CH:6]=[CH:7][N:8]([CH:11]([CH3:13])[CH3:12])[C:9]=2[CH:10]=1.[Cl:18]N1C(=O)CCC1=O, predict the reaction product. The product is: [Br:1][C:2]1[CH:3]=[C:4]([C:14]([O:16][CH3:17])=[O:15])[C:5]2[C:6]([Cl:18])=[CH:7][N:8]([CH:11]([CH3:13])[CH3:12])[C:9]=2[CH:10]=1. (3) Given the reactants [CH3:1][C:2]1[N:7]=[C:6]([C:8]2[C:12]([C:13]3[CH:18]=[CH:17][N:16]=[C:15]([C:19]4[CH:27]=[CH:26][C:22]([C:23]([OH:25])=O)=[CH:21][CH:20]=4)[CH:14]=3)=[CH:11][N:10](C(C3C=CC=CC=3)(C3C=CC=CC=3)C3C=CC=CC=3)[N:9]=2)[CH:5]=[CH:4][CH:3]=1.[NH2:47][CH:48]1[CH2:53][CH2:52][O:51][CH2:50][CH2:49]1, predict the reaction product. The product is: [CH3:1][C:2]1[N:7]=[C:6]([C:8]2[C:12]([C:13]3[CH:18]=[CH:17][N:16]=[C:15]([C:19]4[CH:27]=[CH:26][C:22]([C:23]([NH:47][CH:48]5[CH2:53][CH2:52][O:51][CH2:50][CH2:49]5)=[O:25])=[CH:21][CH:20]=4)[CH:14]=3)=[CH:11][NH:10][N:9]=2)[CH:5]=[CH:4][CH:3]=1. (4) Given the reactants [CH3:1][N:2]1[CH2:8][CH2:7][CH:6]([OH:9])[C:5]2[CH:10]=[CH:11][O:12][C:4]=2[CH2:3]1.[C:13]([C:16]1[CH:21]=[CH:20][C:19](F)=[C:18]([Cl:23])[CH:17]=1)(=[O:15])[NH2:14], predict the reaction product. The product is: [ClH:23].[Cl:23][C:18]1[CH:17]=[C:16]([C:13](=[O:15])[NH2:14])[CH:21]=[CH:20][C:19]=1[O:9][CH:6]1[CH2:7][CH2:8][N:2]([CH3:1])[CH2:3][C:4]2[O:12][CH:11]=[CH:10][C:5]1=2. (5) Given the reactants C[Mg]Br.[C:4]1(C)C=CC=CC=1.C1COCC1.C(N(CC)CC)C.[CH3:23][C:24]1[CH:25]=[C:26]([N:30]2[N:34]=[N:33][C:32]([C:35]([O:37]CC)=O)=[N:31]2)[CH:27]=[CH:28][CH:29]=1.C(O)(=O)C.C(=O)([O-])[O-].[K+].[K+], predict the reaction product. The product is: [CH3:23][C:24]1[CH:25]=[C:26]([N:30]2[N:34]=[N:33][C:32]([C:35](=[O:37])[CH3:4])=[N:31]2)[CH:27]=[CH:28][CH:29]=1. (6) Given the reactants [CH3:1][O:2][C:3]1[CH:11]=[C:10]2[C:6]([CH2:7][C:8](=[O:12])[NH:9]2)=[CH:5][CH:4]=1.[CH3:13][N:14]([CH3:39])[C:15]([CH2:17][CH2:18][C:19]1[C:20]([S:27]([C:30]2[CH:38]=[CH:37][CH:36]=[CH:35][C:31]=2[C:32]([OH:34])=[O:33])(=[O:29])=[O:28])=[C:21]([CH3:26])[NH:22][C:23]=1[CH:24]=O)=[O:16].N1CCCCC1, predict the reaction product. The product is: [CH3:39][N:14]([CH3:13])[C:15]([CH2:17][CH2:18][C:19]1[C:20]([S:27]([C:30]2[CH:38]=[CH:37][CH:36]=[CH:35][C:31]=2[C:32]([OH:34])=[O:33])(=[O:29])=[O:28])=[C:21]([CH3:26])[NH:22][C:23]=1/[CH:24]=[C:7]1\[C:8](=[O:12])[NH:9][C:10]2[C:6]\1=[CH:5][CH:4]=[C:3]([O:2][CH3:1])[CH:11]=2)=[O:16]. (7) Given the reactants [CH3:1][C:2]1([CH3:22])[CH:6]([C:7]2[CH:12]=[CH:11][C:10]([CH3:13])=[CH:9][CH:8]=2)[C:5]2[C:14]([CH3:21])=[C:15]([NH2:20])[C:16]([CH3:19])=[C:17]([CH3:18])[C:4]=2[O:3]1.Cl[CH2:24][C:25]1[CH:30]=[C:29]([O:31][CH3:32])[C:28]([O:33][CH3:34])=[CH:27][C:26]=1[CH2:35]Cl.C(=O)([O-])[O-].[Na+].[Na+], predict the reaction product. The product is: [CH3:34][O:33][C:28]1[CH:27]=[C:26]2[C:25](=[CH:30][C:29]=1[O:31][CH3:32])[CH2:24][N:20]([C:15]1[C:16]([CH3:19])=[C:17]([CH3:18])[C:4]3[O:3][C:2]([CH3:22])([CH3:1])[CH:6]([C:7]4[CH:8]=[CH:9][C:10]([CH3:13])=[CH:11][CH:12]=4)[C:5]=3[C:14]=1[CH3:21])[CH2:35]2.